Task: Predict the reactants needed to synthesize the given product.. Dataset: Full USPTO retrosynthesis dataset with 1.9M reactions from patents (1976-2016) Given the product [CH2:14]([N:4]([CH2:2][CH3:3])[C:5]([C:7]1([CH3:13])[CH2:12][CH2:11][CH2:10][N:9]([CH:17]2[CH2:22][CH2:21][N:20]([C:23]([O:25][C:26]([CH3:29])([CH3:28])[CH3:27])=[O:24])[CH2:19][CH2:18]2)[CH2:8]1)=[O:6])[CH3:15], predict the reactants needed to synthesize it. The reactants are: Cl.[CH2:2]([N:4]([CH2:14][CH3:15])[C:5]([C:7]1([CH3:13])[CH2:12][CH2:11][CH2:10][NH:9][CH2:8]1)=[O:6])[CH3:3].O=[C:17]1[CH2:22][CH2:21][N:20]([C:23]([O:25][C:26]([CH3:29])([CH3:28])[CH3:27])=[O:24])[CH2:19][CH2:18]1.C(N(CC)CC)C.C(O[BH-](OC(=O)C)OC(=O)C)(=O)C.[Na+].